Dataset: NCI-60 drug combinations with 297,098 pairs across 59 cell lines. Task: Regression. Given two drug SMILES strings and cell line genomic features, predict the synergy score measuring deviation from expected non-interaction effect. (1) Drug 1: CCC1(CC2CC(C3=C(CCN(C2)C1)C4=CC=CC=C4N3)(C5=C(C=C6C(=C5)C78CCN9C7C(C=CC9)(C(C(C8N6C)(C(=O)OC)O)OC(=O)C)CC)OC)C(=O)OC)O.OS(=O)(=O)O. Drug 2: CC1C(C(CC(O1)OC2CC(CC3=C2C(=C4C(=C3O)C(=O)C5=C(C4=O)C(=CC=C5)OC)O)(C(=O)CO)O)N)O.Cl. Cell line: MDA-MB-231. Synergy scores: CSS=45.3, Synergy_ZIP=-6.15, Synergy_Bliss=-4.85, Synergy_Loewe=-3.73, Synergy_HSA=-1.81. (2) Drug 1: C1=C(C(=O)NC(=O)N1)N(CCCl)CCCl. Drug 2: CN(CCCl)CCCl.Cl. Cell line: EKVX. Synergy scores: CSS=4.87, Synergy_ZIP=-4.28, Synergy_Bliss=-6.08, Synergy_Loewe=-6.15, Synergy_HSA=-6.27. (3) Drug 1: CC1C(C(CC(O1)OC2CC(OC(C2O)C)OC3=CC4=CC5=C(C(=O)C(C(C5)C(C(=O)C(C(C)O)O)OC)OC6CC(C(C(O6)C)O)OC7CC(C(C(O7)C)O)OC8CC(C(C(O8)C)O)(C)O)C(=C4C(=C3C)O)O)O)O. Drug 2: N.N.Cl[Pt+2]Cl. Cell line: SN12C. Synergy scores: CSS=41.4, Synergy_ZIP=-7.02, Synergy_Bliss=-2.34, Synergy_Loewe=-9.45, Synergy_HSA=-1.12. (4) Drug 1: CS(=O)(=O)CCNCC1=CC=C(O1)C2=CC3=C(C=C2)N=CN=C3NC4=CC(=C(C=C4)OCC5=CC(=CC=C5)F)Cl. Drug 2: C1=NNC2=C1C(=O)NC=N2. Cell line: HCC-2998. Synergy scores: CSS=2.46, Synergy_ZIP=-0.268, Synergy_Bliss=-1.06, Synergy_Loewe=2.99, Synergy_HSA=1.00.